From a dataset of Forward reaction prediction with 1.9M reactions from USPTO patents (1976-2016). Predict the product of the given reaction. (1) Given the reactants C1(P(=O)(C2C=CC=CC=2)C2C=CC=CC=2)C=CC=CC=1.FC(F)(F)S(OS(C(F)(F)F)(=O)=O)(=O)=O.C([S:43][CH:44]([CH2:71][N:72]1[CH2:77][CH2:76][O:75][CH2:74][CH2:73]1)[CH2:45][NH:46][C:47]([C:49]1[NH:50][C:51]2[C:56]([CH:57]=1)=[C:55]([CH3:58])[CH:54]=[CH:53][C:52]=2[N:59]([S:61]([C:64]1[C:65]([Cl:70])=[N:66][CH:67]=[CH:68][CH:69]=1)(=[O:63])=[O:62])[CH3:60])=O)C1C=CC=CC=1.CSC.C(=O)([O-])O.[Na+], predict the reaction product. The product is: [Cl:70][C:65]1[C:64]([S:61]([N:59]([CH3:60])[C:52]2[CH:53]=[CH:54][C:55]([CH3:58])=[C:56]3[C:51]=2[NH:50][C:49]([C:47]2[S:43][CH:44]([CH2:71][N:72]4[CH2:77][CH2:76][O:75][CH2:74][CH2:73]4)[CH2:45][N:46]=2)=[CH:57]3)(=[O:62])=[O:63])=[CH:69][CH:68]=[CH:67][N:66]=1. (2) Given the reactants [CH3:1][N:2]([C@H:10]1[CH2:14][CH2:13][NH:12][CH2:11]1)[C:3](=[O:9])[O:4][C:5]([CH3:8])([CH3:7])[CH3:6].Br[C:16]1[CH:17]=[C:18]2[N:27]([CH3:28])[CH:26]=[CH:25][C:19]2=[N:20][C:21]=1[C@@H:22]([NH2:24])[CH3:23].CC([O-])(C)C.[K+].C([O-])(O)=O.[Na+], predict the reaction product. The product is: [NH2:24][C@H:22]([C:21]1[N:20]=[C:19]2[CH:25]=[CH:26][N:27]([CH3:28])[C:18]2=[CH:17][C:16]=1[N:12]1[CH2:13][CH2:14][C@H:10]([N:2]([CH3:1])[C:3](=[O:9])[O:4][C:5]([CH3:8])([CH3:6])[CH3:7])[CH2:11]1)[CH3:23]. (3) Given the reactants C(OC([N:8]1[CH2:12][CH2:11][CH2:10][C@H:9]1[C@H:13]([OH:31])[C@@H:14]([C:24]1[CH:29]=[CH:28][CH:27]=[C:26]([F:30])[CH:25]=1)[N:15]1[C:23]2[C:18](=[CH:19][CH:20]=[CH:21][CH:22]=2)[CH:17]=[CH:16]1)=O)(C)(C)C.Cl, predict the reaction product. The product is: [F:30][C:26]1[CH:25]=[C:24]([C@@H:14]([N:15]2[C:23]3[C:18](=[CH:19][CH:20]=[CH:21][CH:22]=3)[CH:17]=[CH:16]2)[C@H:13]([C@@H:9]2[CH2:10][CH2:11][CH2:12][NH:8]2)[OH:31])[CH:29]=[CH:28][CH:27]=1.